The task is: Predict the reactants needed to synthesize the given product.. This data is from Full USPTO retrosynthesis dataset with 1.9M reactions from patents (1976-2016). (1) Given the product [S:1]1[C:5]2[CH:6]=[CH:7][CH:8]=[CH:9][C:4]=2[C:3]([C@H:10]2[CH2:15][CH2:14][C@H:13]([C:16]3[N:25]4[C:19]([CH2:20][N:21]([CH2:41][CH2:40][NH:39][CH3:38])[CH2:22][C:23]5[CH:29]=[C:28]([Cl:30])[CH:27]=[CH:26][C:24]=54)=[N:18][N:17]=3)[CH2:12][CH2:11]2)=[N:2]1, predict the reactants needed to synthesize it. The reactants are: [S:1]1[C:5]2[CH:6]=[CH:7][CH:8]=[CH:9][C:4]=2[C:3]([C@H:10]2[CH2:15][CH2:14][C@H:13]([C:16]3[N:25]4[C:19]([CH2:20][NH:21][CH2:22][C:23]5[CH:29]=[C:28]([Cl:30])[CH:27]=[CH:26][C:24]=54)=[N:18][N:17]=3)[CH2:12][CH2:11]2)=[N:2]1.C(=O)([O-])[O-].[Cs+].[Cs+].Cl.[CH3:38][NH:39][CH2:40][CH2:41]Cl. (2) Given the product [NH2:10][C:8]1[S:9][C:5]([C:3]([NH:2][CH3:1])=[O:4])=[CH:6][N:7]=1, predict the reactants needed to synthesize it. The reactants are: [CH3:1][NH:2][C:3]([C:5]1[S:9][C:8]([NH:10]C(=O)OC(C)(C)C)=[N:7][CH:6]=1)=[O:4].C(O)(C(F)(F)F)=O.Cl.